This data is from Full USPTO retrosynthesis dataset with 1.9M reactions from patents (1976-2016). The task is: Predict the reactants needed to synthesize the given product. (1) Given the product [Cl:3][C:4]1[S:8][C:7]([C:9]2([N:20]([CH3:22])[CH3:21])[CH2:10][CH2:11][C:12]3([CH2:13][C:14](=[O:17])[N:15]([CH2:27][CH2:28][C:29]([O:32][CH3:33])([CH3:31])[CH3:30])[CH2:16]3)[CH2:18][CH2:19]2)=[CH:6][CH:5]=1, predict the reactants needed to synthesize it. The reactants are: [OH-].[Na+].[Cl:3][C:4]1[S:8][C:7]([C:9]2([N:20]([CH3:22])[CH3:21])[CH2:19][CH2:18][C:12]3([CH2:16][NH:15][C:14](=[O:17])[CH2:13]3)[CH2:11][CH2:10]2)=[CH:6][CH:5]=1.S(C1C=CC(C)=CC=1)(O[CH2:27][CH2:28][C:29]([O:32][CH3:33])([CH3:31])[CH3:30])(=O)=O. (2) The reactants are: [BH4-].[Li+].[C:3]([O:7][C:8]([NH:10][C@H:11]1[CH2:16][CH2:15][C@H:14]([C:17](OC)=[O:18])[CH2:13][CH2:12]1)=[O:9])([CH3:6])([CH3:5])[CH3:4].C(O)(=O)CC(CC(O)=O)(C(O)=O)O.[OH-].[Na+]. Given the product [OH:18][CH2:17][C@H:14]1[CH2:13][CH2:12][C@H:11]([NH:10][C:8](=[O:9])[O:7][C:3]([CH3:5])([CH3:4])[CH3:6])[CH2:16][CH2:15]1, predict the reactants needed to synthesize it. (3) Given the product [ClH:22].[N+:1]([C:4]1[CH:5]=[C:6]([CH:19]=[CH:20][CH:21]=1)[O:7][CH2:8][CH2:9][CH2:10][NH2:11])([O-:3])=[O:2], predict the reactants needed to synthesize it. The reactants are: [N+:1]([C:4]1[CH:5]=[C:6]([CH:19]=[CH:20][CH:21]=1)[O:7][CH2:8][CH2:9][CH2:10][NH:11]C(=O)OC(C)(C)C)([O-:3])=[O:2].[ClH:22]. (4) Given the product [CH3:10][O:11][CH2:12][CH2:13][N:3]1[CH2:8][CH2:7][C:6](=[O:9])[CH2:5][CH2:4]1, predict the reactants needed to synthesize it. The reactants are: Cl.O.[NH:3]1[CH2:8][CH2:7][C:6](=[O:9])[CH2:5][CH2:4]1.[CH3:10][O:11][CH2:12][CH2:13]Br.C([O-])([O-])=O.[K+].[K+]. (5) Given the product [O:9]=[C:8]1[C:4]2([CH2:1][CH:23]=[CH:22][CH2:21]2)[CH2:5][C@@H:6]([C:17]([O:19][CH3:20])=[O:18])[N:7]1[C:10]([O:12][C:13]([CH3:16])([CH3:14])[CH3:15])=[O:11], predict the reactants needed to synthesize it. The reactants are: [CH2:1]([C:4]1([CH2:21][CH:22]=[CH2:23])[C:8](=[O:9])[N:7]([C:10]([O:12][C:13]([CH3:16])([CH3:15])[CH3:14])=[O:11])[C@H:6]([C:17]([O:19][CH3:20])=[O:18])[CH2:5]1)C=C. (6) Given the product [Zn:1].[CH3:8][C:7]1[O:6][N:5]=[CH:4][C:3]=1[C:15]1[CH:14]=[CH:13][N:12]=[CH:11][C:10]=1[NH2:9], predict the reactants needed to synthesize it. The reactants are: [Zn:1].I[C:3]1[CH:4]=[N:5][O:6][C:7]=1[CH3:8].[NH2:9][C:10]1[CH:11]=[N:12][CH:13]=[CH:14][C:15]=1I. (7) Given the product [CH3:5][CH:6]([C:10](=[O:12])[C:9]1[CH:14]=[CH:15][CH:16]=[CH:17][C:8]=1[CH3:7])[C:2]#[N:1], predict the reactants needed to synthesize it. The reactants are: [NH2:1][C:2]1[CH:6]=[CH:5]NN=1.[CH3:7][C:8]1[CH:17]=[CH:16][CH:15]=[CH:14][C:9]=1[C:10]([O:12]C)=O.[H-].[Na+].C(#N)CC. (8) Given the product [N:1]1[CH:6]=[CH:5][N:4]=[CH:3][C:2]=1[C:7]1[CH:15]=[CH:14][C:10]([C:11]([Cl:18])=[O:12])=[CH:9][CH:8]=1, predict the reactants needed to synthesize it. The reactants are: [N:1]1[CH:6]=[CH:5][N:4]=[CH:3][C:2]=1[C:7]1[CH:15]=[CH:14][C:10]([C:11](O)=[O:12])=[CH:9][CH:8]=1.S(Cl)([Cl:18])=O. (9) Given the product [CH:11]([O:10][C:9]1[CH:8]=[CH:7][CH:6]=[CH:15][CH:14]=1)=[CH2:12], predict the reactants needed to synthesize it. The reactants are: [OH-].[K+].C(O[CH2:6][CH2:7][CH2:8][CH2:9][O:10][CH2:11][CH3:12])C.O.[CH:14]#[CH:15]. (10) Given the product [NH:8]1[CH2:12][CH2:11][CH2:10][C@H:9]1[C:13]1[NH:14][C:15]([C:18]2[CH:19]=[CH:20][C:21]([C:24]3[CH:25]=[CH:26][C:27]4[O:31][N:30]=[C:29]([NH:32][C:33]([C@@H:35]5[CH2:39][CH2:38][CH2:37][NH:36]5)=[O:34])[C:28]=4[CH:47]=3)=[CH:22][CH:23]=2)=[CH:16][N:17]=1, predict the reactants needed to synthesize it. The reactants are: C(OC([N:8]1[CH2:12][CH2:11][CH2:10][C@H:9]1[C:13]1[NH:14][C:15]([C:18]2[CH:23]=[CH:22][C:21]([C:24]3[CH:25]=[CH:26][C:27]4[O:31][N:30]=[C:29]([NH:32][C:33]([C@@H:35]5[CH2:39][CH2:38][CH2:37][N:36]5C(OC(C)(C)C)=O)=[O:34])[C:28]=4[CH:47]=3)=[CH:20][CH:19]=2)=[CH:16][N:17]=1)=O)(C)(C)C.C(O)(C(F)(F)F)=O.